From a dataset of Full USPTO retrosynthesis dataset with 1.9M reactions from patents (1976-2016). Predict the reactants needed to synthesize the given product. The reactants are: FC(F)(F)S(O[CH:7]1[C:15]2[C:10](=[CH:11][CH:12]=[CH:13][CH:14]=2)[CH2:9][CH:8]1[C:16]([O-:18])=[O:17])(=O)=O.[C:21]1(B(O)O)[CH:26]=[CH:25][CH:24]=[CH:23][CH:22]=1.[C:30]([O-])([O-])=O.[Na+].[Na+]. Given the product [C:21]1([C:13]2[CH:14]=[C:15]3[C:10](=[CH:11][CH:12]=2)[CH2:9][CH:8]([C:16]([O:18][CH3:30])=[O:17])[CH2:7]3)[CH:26]=[CH:25][CH:24]=[CH:23][CH:22]=1, predict the reactants needed to synthesize it.